The task is: Predict the reaction yield, written as a fraction of the theoretical maximum amount of product (1.0 means a 100% yield; for example, 0.34 means a 34% yield).. This data is from Reaction yield outcomes from USPTO patents with 853,638 reactions. (1) The reactants are Cl.[C:2]([NH:6][NH2:7])([CH3:5])([CH3:4])[CH3:3].CN([CH:11]=[C:12]([C:18](=O)[CH3:19])[C:13]([O:15][CH2:16][CH3:17])=[O:14])C. The catalyst is C(O)C.CCOCC. The product is [C:2]([N:6]1[C:18]([CH3:19])=[C:12]([C:13]([O:15][CH2:16][CH3:17])=[O:14])[CH:11]=[N:7]1)([CH3:5])([CH3:4])[CH3:3]. The yield is 0.650. (2) The catalyst is C(#N)C. The yield is 0.910. The product is [NH2:1][CH:4]1[CH2:9][CH2:8][N:7]([C:10]([O:12][CH2:13][C:14]2[CH:19]=[CH:18][C:17]([N+:20]([O-:22])=[O:21])=[CH:16][CH:15]=2)=[O:11])[CH2:6][CH2:5]1. The reactants are [N:1]([CH:4]1[CH2:9][CH2:8][N:7]([C:10]([O:12][CH2:13][C:14]2[CH:19]=[CH:18][C:17]([N+:20]([O-:22])=[O:21])=[CH:16][CH:15]=2)=[O:11])[CH2:6][CH2:5]1)=[N+]=[N-].C1(P(C2C=CC=CC=2)C2C=CC=CC=2)C=CC=CC=1.O.O.O.O.O.O.O.O.O.O.S([O-])([O-])(=O)=O.[Na+].[Na+]. (3) The reactants are [N:1]([C@@H:4]1[C@@H:94]([CH3:95])[O:93][C@H:7]([O:8][C@H:9]2[O:88][C@H:87]([CH3:89])[C@@H:86]([N:90]=[N+:91]=[N-:92])[C@H:77]([O:78][CH2:79][C:80]3[CH:85]=[CH:84][CH:83]=[CH:82][CH:81]=3)[C@@H:10]2[O:11][C@H:12]2[O:72][C@H:71]([CH3:73])[C@@H:70]([N:74]=[N+:75]=[N-:76])[C@H:18]([O:19][C@H:20]3[O:65][C@H:64]([CH3:66])[C@@H:63]([N:67]=[N+:68]=[N-:69])[C@H:54]([O:55][CH2:56][C:57]4[CH:62]=[CH:61][CH:60]=[CH:59][CH:58]=4)[C@@H:21]3[O:22][C@@:23]3([CH2:45][CH2:46][CH2:47][CH2:48][CH2:49][C:50]([O:52][CH3:53])=[O:51])[O:40][C@H:39]([CH3:41])[C@@H:38]([N:42]=[N+:43]=[N-:44])[C@H:29]([O:30][CH2:31][C:32]4[CH:37]=[CH:36][CH:35]=[CH:34][CH:33]=4)[C@@H:24]3[O:25]C(=O)C)[C@@H:13]2[O:14]C(=O)C)[C@@H:6]([OH:96])[C@H:5]1[O:97][CH2:98][C:99]1[CH:104]=[CH:103][CH:102]=[CH:101][CH:100]=1)=[N+:2]=[N-:3].C[O-].[Na+]. The catalyst is CO. The product is [N:1]([C@@H:4]1[C@@H:94]([CH3:95])[O:93][C@H:7]([O:8][C@H:9]2[O:88][C@H:87]([CH3:89])[C@@H:86]([N:90]=[N+:91]=[N-:92])[C@H:77]([O:78][CH2:79][C:80]3[CH:81]=[CH:82][CH:83]=[CH:84][CH:85]=3)[C@@H:10]2[O:11][C@H:12]2[O:72][C@H:71]([CH3:73])[C@@H:70]([N:74]=[N+:75]=[N-:76])[C@H:18]([O:19][C@H:20]3[O:65][C@H:64]([CH3:66])[C@@H:63]([N:67]=[N+:68]=[N-:69])[C@H:54]([O:55][CH2:56][C:57]4[CH:58]=[CH:59][CH:60]=[CH:61][CH:62]=4)[C@@H:21]3[O:22][C@@:23]3([CH2:45][CH2:46][CH2:47][CH2:48][CH2:49][C:50]([O:52][CH3:53])=[O:51])[O:40][C@H:39]([CH3:41])[C@@H:38]([N:42]=[N+:43]=[N-:44])[C@H:29]([O:30][CH2:31][C:32]4[CH:37]=[CH:36][CH:35]=[CH:34][CH:33]=4)[C@@H:24]3[OH:25])[C@@H:13]2[OH:14])[C@@H:6]([OH:96])[C@H:5]1[O:97][CH2:98][C:99]1[CH:100]=[CH:101][CH:102]=[CH:103][CH:104]=1)=[N+:2]=[N-:3]. The yield is 0.860. (4) The product is [CH3:1][O:2][CH2:3][CH2:4][CH2:5][O:6][C:7]1[CH:8]=[C:9]([CH:30]=[CH:31][C:32]=1[O:33][CH3:34])[CH2:10][C@H:11]([CH:27]([CH3:29])[CH3:28])[CH2:12][OH:13]. The yield is 0.580. The catalyst is O. The reactants are [CH3:1][O:2][CH2:3][CH2:4][CH2:5][O:6][C:7]1[CH:8]=[C:9]([CH:30]=[CH:31][C:32]=1[O:33][CH3:34])[CH2:10][C@H:11]([CH:27]([CH3:29])[CH3:28])[C:12](N1[C@H](CC2C=CC=CC=2)COC1=O)=[O:13].CCOCC.[Li+].[BH4-].C1COCC1. (5) The reactants are [OH:1][CH:2]1[CH2:6][CH2:5][C:4]([C:7]2[C:11]3[CH2:12][N:13]([C:16]([O:18][C:19]([CH3:22])([CH3:21])[CH3:20])=[O:17])[CH2:14][CH2:15][C:10]=3[N:9]([CH2:23][O:24][CH2:25][CH2:26][Si:27]([CH3:30])([CH3:29])[CH3:28])[N:8]=2)=[CH:3]1. The catalyst is CO.[Pd]. The product is [OH:1][CH:2]1[CH2:6][CH2:5][CH:4]([C:7]2[C:11]3[CH2:12][N:13]([C:16]([O:18][C:19]([CH3:20])([CH3:21])[CH3:22])=[O:17])[CH2:14][CH2:15][C:10]=3[N:9]([CH2:23][O:24][CH2:25][CH2:26][Si:27]([CH3:30])([CH3:29])[CH3:28])[N:8]=2)[CH2:3]1. The yield is 0.830. (6) The reactants are [CH3:1][O:2][C:3]1[CH:8]=[CH:7][C:6]([C:9]2[N:10]=[C:11]([NH2:15])[S:12][C:13]=2[CH3:14])=[CH:5][CH:4]=1.[N:16]1([C:21](N2C=CN=C2)=[S:22])[CH:20]=[CH:19][N:18]=[CH:17]1. The catalyst is C(#N)C. The product is [CH3:1][O:2][C:3]1[CH:4]=[CH:5][C:6]([C:9]2[N:10]=[C:11]([NH:15][C:21]([N:16]3[CH:20]=[CH:19][N:18]=[CH:17]3)=[S:22])[S:12][C:13]=2[CH3:14])=[CH:7][CH:8]=1. The yield is 0.870. (7) The reactants are [NH2:1][CH:2]1[CH2:11][CH2:10][C:9]2[CH:8]=[C:7]([C:12]([O:14][CH3:15])=[O:13])[CH:6]=[CH:5][C:4]=2[CH2:3]1.[Cl:16][C:17]1[CH:24]=[CH:23][C:20]([CH:21]=O)=[CH:19][CH:18]=1.C(O)(=O)C.C([BH3-])#N.[Na+].C(=O)(O)[O-].[Na+]. The catalyst is CO. The product is [Cl:16][C:17]1[CH:24]=[CH:23][C:20]([CH2:21][NH:1][CH:2]2[CH2:11][CH2:10][C:9]3[CH:8]=[C:7]([C:12]([O:14][CH3:15])=[O:13])[CH:6]=[CH:5][C:4]=3[CH2:3]2)=[CH:19][CH:18]=1. The yield is 0.890.